From a dataset of Peptide-MHC class I binding affinity with 185,985 pairs from IEDB/IMGT. Regression. Given a peptide amino acid sequence and an MHC pseudo amino acid sequence, predict their binding affinity value. This is MHC class I binding data. (1) The peptide sequence is EEEQTLTILI. The MHC is HLA-B44:03 with pseudo-sequence HLA-B44:03. The binding affinity (normalized) is 0.551. (2) The peptide sequence is PPIPVGDIY. The MHC is HLA-B35:03 with pseudo-sequence HLA-B35:03. The binding affinity (normalized) is 0. (3) The peptide sequence is QTHFPQFYW. The MHC is HLA-A68:01 with pseudo-sequence HLA-A68:01. The binding affinity (normalized) is 0.528. (4) The peptide sequence is IMNHLMTLY. The MHC is HLA-A26:01 with pseudo-sequence HLA-A26:01. The binding affinity (normalized) is 0.523. (5) The peptide sequence is ELYENKPDV. The MHC is HLA-B27:03 with pseudo-sequence HLA-B27:03. The binding affinity (normalized) is 0.0847. (6) The peptide sequence is QGKQHLHSL. The MHC is HLA-A31:01 with pseudo-sequence HLA-A31:01. The binding affinity (normalized) is 0.0847.